This data is from Catalyst prediction with 721,799 reactions and 888 catalyst types from USPTO. The task is: Predict which catalyst facilitates the given reaction. Reactant: [C:1]([O:5][C:6]([C:8]1[C:16]2[CH2:15][CH2:14][N:13]([C@H:17]([C:19]3[CH:24]=[CH:23][CH:22]=[CH:21][CH:20]=3)[CH3:18])[C@@H:12]([CH2:25][NH2:26])[C:11]=2[S:10][C:9]=1[NH2:27])=[O:7])([CH3:4])([CH3:3])[CH3:2].[O:28]([C:35]1[CH:40]=[CH:39][C:38]([N:41]=[C:42]=[O:43])=[CH:37][CH:36]=1)[C:29]1[CH:34]=[CH:33][CH:32]=[CH:31][CH:30]=1. The catalyst class is: 4. Product: [C:1]([O:5][C:6]([C:8]1[C:16]2[CH2:15][CH2:14][N:13]([C@H:17]([C:19]3[CH:20]=[CH:21][CH:22]=[CH:23][CH:24]=3)[CH3:18])[C@@H:12]([CH2:25][NH:26][C:42]([NH:41][C:38]3[CH:39]=[CH:40][C:35]([O:28][C:29]4[CH:30]=[CH:31][CH:32]=[CH:33][CH:34]=4)=[CH:36][CH:37]=3)=[O:43])[C:11]=2[S:10][C:9]=1[NH2:27])=[O:7])([CH3:2])([CH3:4])[CH3:3].